Dataset: TCR-epitope binding with 47,182 pairs between 192 epitopes and 23,139 TCRs. Task: Binary Classification. Given a T-cell receptor sequence (or CDR3 region) and an epitope sequence, predict whether binding occurs between them. (1) The epitope is ISPRTLNAW. The TCR CDR3 sequence is CASSQEREGWNTEAFF. Result: 0 (the TCR does not bind to the epitope). (2) The epitope is AVFDRKSDAK. Result: 1 (the TCR binds to the epitope). The TCR CDR3 sequence is CASSARQGQETQYF. (3) The epitope is PKYVKQNTLKLAT. The TCR CDR3 sequence is CASTDLNTGELFF. Result: 0 (the TCR does not bind to the epitope). (4) The epitope is SEISMDNSPNL. The TCR CDR3 sequence is CASSLRLAGSNEQFF. Result: 1 (the TCR binds to the epitope). (5) The epitope is GPGHKARVL. The TCR CDR3 sequence is CASSPPSGSAYNEQFF. Result: 0 (the TCR does not bind to the epitope). (6) The epitope is YEGNSPFHPL. The TCR CDR3 sequence is CASSAGTGGGDQPQHF. Result: 0 (the TCR does not bind to the epitope). (7) The epitope is IPRRNVATL. The TCR CDR3 sequence is CASRDRFDTDTQYF. Result: 1 (the TCR binds to the epitope). (8) The epitope is DATYQRTRALVR. The TCR CDR3 sequence is CTAEAGNTEAFF. Result: 1 (the TCR binds to the epitope).